From a dataset of Reaction yield outcomes from USPTO patents with 853,638 reactions. Predict the reaction yield, written as a fraction of the theoretical maximum amount of product (1.0 means a 100% yield; for example, 0.34 means a 34% yield). The reactants are Cl.[NH2:2][OH:3].C([O-])(O)=O.[Na+].[C:9]1([NH:15][S:16]([C:19]2[CH:24]=[CH:23][C:22]([CH:25]=[CH:26][C:27](Cl)=[O:28])=[CH:21][CH:20]=2)(=[O:18])=[O:17])[CH:14]=[CH:13][CH:12]=[CH:11][CH:10]=1. The catalyst is O1CCCC1. The product is [OH:3][NH:2][C:27](=[O:28])[CH:26]=[CH:25][C:22]1[CH:23]=[CH:24][C:19]([S:16](=[O:18])(=[O:17])[NH:15][C:9]2[CH:14]=[CH:13][CH:12]=[CH:11][CH:10]=2)=[CH:20][CH:21]=1. The yield is 0.390.